From a dataset of Experimentally validated miRNA-target interactions with 360,000+ pairs, plus equal number of negative samples. Binary Classification. Given a miRNA mature sequence and a target amino acid sequence, predict their likelihood of interaction. (1) The miRNA is hsa-miR-3178 with sequence GGGGCGCGGCCGGAUCG. The protein sequence of the target gene is MAGLMTIVTSLLFLGVCAHHIIPTGSVVIPSPCCMFFVSKRIPENRVVSYQLSSRSTCLKAGVIFTTKKGQQFCGDPKQEWVQRYMKNLDAKQKKASPRARAVAVKGPVQRYPGNQTTC. Result: 0 (no interaction). (2) The miRNA is mmu-miR-297b-3p with sequence UAUACAUACACACAUACCCAUA. The protein sequence of the target gene is MDNLENVFRMFEAHMQSYTGNDPLGEWESFIKWVEENFPDNKEYLMTLLEHLMKEFLHKKNYHNDSRFINYCLKFAEYNSDRHQFFEFLYNQGIGTKSSYIYMSWAGHLEAQGELQHASAIFQTGIHNEAEPKELLQQQYRLFQARLTGIHLPAQATTSEPLHSAQILNQVMMTNSSPEKNSACVPKSQGSECSGVASSTCDEKSNMEQRVIMISKSECSVSSSVAPKPEAQQVMYCKEKLIRGDSEFSFEELRAQKYNQRKKHEQWVSEDRNYMKRKEANAFEEQLLKQKMDELHKKLH.... Result: 1 (interaction). (3) The miRNA is hsa-miR-3972 with sequence CUGCCAGCCCCGUUCCAGGGCA. The protein sequence of the target gene is MVDRLANSEANTRRISIVENCFGAAGQPLTIPGRVLIGEGVLTKLCRKKPKARQFFLFNDILVYGNIVIQKKKYNKQHIIPLENVTIDSIKDEGDLRNGWLIKTPTKSFAVYAATATEKSEWMNHINKCVTDLLSKSGKTPSNEHAAVWVPDSEATVCMRCQKAKFTPVNRRHHCRKCGFVVCGPCSEKRFLLPSQSSKPVRICDFCYDLLSAGDMATCQPARSDSYSQSLKSPLNDMSDDDDDDDSSD. Result: 0 (no interaction).